This data is from Forward reaction prediction with 1.9M reactions from USPTO patents (1976-2016). The task is: Predict the product of the given reaction. (1) Given the reactants [F:1][C:2]([F:30])([F:29])[C:3]1[CH:4]=[C:5]([CH:22]=[C:23]([C:25]([F:28])([F:27])[F:26])[CH:24]=1)[CH2:6][N:7]([CH2:14][C:15]1[CH:20]=[CH:19][CH:18]=[CH:17][C:16]=1Br)[C:8]1[N:9]=[N:10][N:11]([CH3:13])[N:12]=1.[CH:31]([C:34]1[CH:35]=[CH:36][C:37]([O:43][CH3:44])=[C:38](B(O)O)[CH:39]=1)([CH3:33])[CH3:32].C([O-])([O-])=O.[Na+].[Na+], predict the reaction product. The product is: [F:1][C:2]([F:30])([F:29])[C:3]1[CH:4]=[C:5]([CH:22]=[C:23]([C:25]([F:28])([F:27])[F:26])[CH:24]=1)[CH2:6][N:7]([CH2:14][C:15]1[CH:20]=[CH:19][CH:18]=[CH:17][C:16]=1[C:38]1[CH:39]=[C:34]([CH:31]([CH3:33])[CH3:32])[CH:35]=[CH:36][C:37]=1[O:43][CH3:44])[C:8]1[N:9]=[N:10][N:11]([CH3:13])[N:12]=1. (2) Given the reactants Cl[CH:2]([CH:18]1[CH2:23][CH2:22][CH2:21][CH2:20][CH2:19]1)[C:3]1[C:11]2[C:6](=[CH:7][CH:8]=[CH:9][CH:10]=2)[N:5]([CH:12]2[CH2:17][CH2:16][CH2:15][CH2:14][CH2:13]2)[N:4]=1.[NH2:24][C:25]1[CH:30]=[CH:29][C:28]([C:31]([N:33]([CH3:41])[CH2:34][CH2:35][C:36]([O:38]CC)=[O:37])=[O:32])=[CH:27][CH:26]=1, predict the reaction product. The product is: [CH:18]1([CH:2]([NH:24][C:25]2[CH:26]=[CH:27][C:28]([C:31]([N:33]([CH3:41])[CH2:34][CH2:35][C:36]([OH:38])=[O:37])=[O:32])=[CH:29][CH:30]=2)[C:3]2[C:11]3[C:6](=[CH:7][CH:8]=[CH:9][CH:10]=3)[N:5]([CH:12]3[CH2:17][CH2:16][CH2:15][CH2:14][CH2:13]3)[N:4]=2)[CH2:23][CH2:22][CH2:21][CH2:20][CH2:19]1. (3) Given the reactants [F:1][C:2]([F:14])([F:13])[O:3][C:4]1[CH:9]=[CH:8][C:7](C(=O)C)=[CH:6][CH:5]=1.[C:15]([O-])(=O)[CH3:16].[NH4+].C([BH3-])#[N:21].[Na+], predict the reaction product. The product is: [F:14][C:2]([F:1])([F:13])[O:3][C:4]1[CH:5]=[C:6]([CH:15]([NH2:21])[CH3:16])[CH:7]=[CH:8][CH:9]=1. (4) Given the reactants I[C:2]1[CH:11]=[CH:10][C:9]([CH3:12])=[CH:8][C:3]=1[C:4]([O:6][CH3:7])=[O:5].[C:13]1(B(O)O)[CH:18]=[CH:17][CH:16]=[CH:15][CH:14]=1.C([O-])([O-])=O.[Na+].[Na+].CCOCC, predict the reaction product. The product is: [CH3:12][C:9]1[CH:8]=[C:3]([C:4]([O:6][CH3:7])=[O:5])[C:2]([C:13]2[CH:18]=[CH:17][CH:16]=[CH:15][CH:14]=2)=[CH:11][CH:10]=1. (5) Given the reactants C([O:3][C:4]([C:6]1[CH:7]=[CH:8][C:9]([C:12]([O:14][CH3:15])=[O:13])=[N:10][CH:11]=1)=[CH2:5])C.C1C(=O)N([Br:23])C(=O)C1, predict the reaction product. The product is: [Br:23][CH2:3][C:4]([C:6]1[CH:7]=[CH:8][C:9]([C:12]([O:14][CH3:15])=[O:13])=[N:10][CH:11]=1)=[O:5]. (6) Given the reactants [CH2:1]([O:3][C:4](=[O:19])[C:5]1[CH:10]=[C:9]([O:11][C:12]([F:15])([F:14])[F:13])[C:8]([CH:16]=O)=[C:7]([Cl:18])[CH:6]=1)[CH3:2].[C:20]([O:24][C:25](=[O:32])[NH:26][C@@H:27]1[CH2:31][CH2:30][NH:29][CH2:28]1)([CH3:23])([CH3:22])[CH3:21], predict the reaction product. The product is: [CH2:1]([O:3][C:4](=[O:19])[C:5]1[CH:10]=[C:9]([O:11][C:12]([F:15])([F:14])[F:13])[C:8]([CH2:16][N:29]2[CH2:30][CH2:31][C@@H:27]([NH:26][C:25]([O:24][C:20]([CH3:23])([CH3:22])[CH3:21])=[O:32])[CH2:28]2)=[C:7]([Cl:18])[CH:6]=1)[CH3:2]. (7) The product is: [Cl:18][C:10]1[C:11]2[C:6](=[CH:5][CH:4]=[CH:3][C:2]=2[F:1])[CH:7]=[C:8]([C:13]#[N:15])[N:9]=1. Given the reactants [F:1][C:2]1[CH:3]=[CH:4][CH:5]=[C:6]2[C:11]=1[C:10](=O)[NH:9][C:8]([C:13]([NH2:15])=O)=[CH:7]2.O=P(Cl)(Cl)[Cl:18], predict the reaction product. (8) Given the reactants N(C(OCC)=O)=NC(OCC)=O.[Cl:13][C:14]1[C:23]2[C:18](=[CH:19][C:20]([O:25][CH3:26])=[C:21]([OH:24])[CH:22]=2)[N:17]=[CH:16][N:15]=1.[C:27]([N:30]1[CH2:35][CH2:34][N:33]([CH2:36][CH2:37][CH2:38]O)[CH2:32][CH2:31]1)(=[O:29])[CH3:28].C1(P(C2C=CC=CC=2)C2C=CC=CC=2)C=CC=CC=1, predict the reaction product. The product is: [C:27]([N:30]1[CH2:35][CH2:34][N:33]([CH2:36][CH2:37][CH2:38][O:24][C:21]2[CH:22]=[C:23]3[C:18](=[CH:19][C:20]=2[O:25][CH3:26])[N:17]=[CH:16][N:15]=[C:14]3[Cl:13])[CH2:32][CH2:31]1)(=[O:29])[CH3:28]. (9) The product is: [CH3:9][O:8][C:5]1[N:4]=[CH:3][C:2]([C:15]#[C:14][Si:11]([CH3:13])([CH3:12])[CH3:10])=[CH:7][N:6]=1. Given the reactants Br[C:2]1[CH:3]=[N:4][C:5]([O:8][CH3:9])=[N:6][CH:7]=1.[CH3:10][Si:11]([CH2:14][CH3:15])([CH3:13])[CH3:12].C(N(CC)CC)C, predict the reaction product. (10) Given the reactants [N+:1]([C:4]1[CH:9]=[CH:8][C:7]([CH2:10][CH2:11]OS(C2C=CC([N+]([O-])=O)=CC=2)(=O)=O)=[CH:6][CH:5]=1)([O-:3])=[O:2].[CH2:25]([NH:32][CH2:33][C@@H:34]([C:43]1[CH:52]=[CH:51][C:50]([O:53][CH2:54][C:55]2[CH:60]=[CH:59][CH:58]=[CH:57][CH:56]=2)=[C:49]2[C:44]=1[CH:45]=[CH:46][C:47](=[O:61])[NH:48]2)[O:35][Si:36]([C:39]([CH3:42])([CH3:41])[CH3:40])([CH3:38])[CH3:37])[C:26]1[CH:31]=[CH:30][CH:29]=[CH:28][CH:27]=1.C(N(CC)C(C)C)(C)C.CCOC(C)=O, predict the reaction product. The product is: [CH2:25]([N:32]([CH2:11][CH2:10][C:7]1[CH:6]=[CH:5][C:4]([N+:1]([O-:3])=[O:2])=[CH:9][CH:8]=1)[CH2:33][C@@H:34]([C:43]1[CH:52]=[CH:51][C:50]([O:53][CH2:54][C:55]2[CH:56]=[CH:57][CH:58]=[CH:59][CH:60]=2)=[C:49]2[C:44]=1[CH:45]=[CH:46][C:47](=[O:61])[NH:48]2)[O:35][Si:36]([C:39]([CH3:42])([CH3:41])[CH3:40])([CH3:38])[CH3:37])[C:26]1[CH:31]=[CH:30][CH:29]=[CH:28][CH:27]=1.